The task is: Predict the reaction yield, written as a fraction of the theoretical maximum amount of product (1.0 means a 100% yield; for example, 0.34 means a 34% yield).. This data is from Reaction yield outcomes from USPTO patents with 853,638 reactions. (1) The reactants are [CH3:1][N:2]1[C:7](=[O:8])[C:6]([NH:9][C:10]2[CH:15]=[CH:14][C:13]([N:16]3[CH2:21][CH2:20][N:19]([CH:22]4[CH2:25][O:24][CH2:23]4)[CH2:18][C@@H:17]3[CH3:26])=[CH:12][N:11]=2)=[CH:5][C:4]([C:27]2[CH:34]=[CH:33][CH:32]=[C:31]([N:35]3[C:47](=[O:48])[C:46]4[S:45][C:44]5[CH2:43][CH2:42][CH2:41][CH2:40][C:39]=5[C:38]=4[CH:37]=[N:36]3)[C:28]=2[CH:29]=[O:30])=[CH:3]1.[BH4-].[Na+]. The catalyst is CO. The product is [OH:30][CH2:29][C:28]1[C:27]([C:4]2[CH:5]=[C:6]([NH:9][C:10]3[CH:15]=[CH:14][C:13]([N:16]4[CH2:21][CH2:20][N:19]([CH:22]5[CH2:25][O:24][CH2:23]5)[CH2:18][C@@H:17]4[CH3:26])=[CH:12][N:11]=3)[C:7](=[O:8])[N:2]([CH3:1])[CH:3]=2)=[CH:34][CH:33]=[CH:32][C:31]=1[N:35]1[C:47](=[O:48])[C:46]2[S:45][C:44]3[CH2:43][CH2:42][CH2:41][CH2:40][C:39]=3[C:38]=2[CH:37]=[N:36]1. The yield is 0.590. (2) The reactants are Br[C:2]1[N:6]2[N:7]=[C:8]([NH:11][CH2:12][CH2:13][CH2:14][CH3:15])[CH:9]=[CH:10][C:5]2=[N:4][CH:3]=1.CC1(C)C(C)(C)OB([C:24]2[CH:25]=[C:26]3[C:30](=[CH:31][CH:32]=2)[C:29](=[O:33])[CH2:28][CH2:27]3)O1.P([O-])([O-])([O-])=O.[K+].[K+].[K+].COCCOC. The catalyst is C1C=CC(P(C2C=CC=CC=2)[C-]2C=CC=C2)=CC=1.C1C=CC(P(C2C=CC=CC=2)[C-]2C=CC=C2)=CC=1.Cl[Pd]Cl.[Fe+2].O. The product is [CH2:12]([NH:11][C:8]1[CH:9]=[CH:10][C:5]2[N:6]([C:2]([C:24]3[CH:25]=[C:26]4[C:30](=[CH:31][CH:32]=3)[C:29](=[O:33])[CH2:28][CH2:27]4)=[CH:3][N:4]=2)[N:7]=1)[CH2:13][CH2:14][CH3:15]. The yield is 0.850. (3) The reactants are [Cl:1][C:2]1[N:10]=[C:9]([Cl:11])[CH:8]=[CH:7][C:3]=1[C:4](O)=[O:5].[BH4-].[Na+].B(F)(F)F.CCOCC. The catalyst is C1COCC1. The product is [Cl:1][C:2]1[C:3]([CH2:4][OH:5])=[CH:7][CH:8]=[C:9]([Cl:11])[N:10]=1. The yield is 0.800. (4) The catalyst is O1CCOCC1. The yield is 0.610. The product is [CH:5]([OH:27])=[O:4].[C:12]([C:10]1[CH:11]=[C:7]([NH:6][C:5]([NH:57][C@@H:50]2[C:51]3[C:56](=[CH:55][CH:54]=[CH:53][CH:52]=3)[C@H:47]([O:46][C:43]3[CH:44]=[CH:45][C:40]4[N:41]([C:37]([N:32]5[CH2:33][CH2:34][CH2:35][CH2:36][C@@H:31]5[CH3:30])=[N:38][N:39]=4)[CH:42]=3)[CH2:48][CH2:49]2)=[O:27])[N:8]([C:16]2[CH:21]=[CH:20][CH:19]=[C:18]([O:22][C@@H:23]([CH3:26])[CH2:24][N:60]([CH3:61])[CH3:59])[CH:17]=2)[N:9]=1)([CH3:13])([CH3:14])[CH3:15]. The reactants are ClC(Cl)(Cl)C[O:4][C:5](=[O:27])[NH:6][C:7]1[N:8]([C:16]2[CH:21]=[CH:20][CH:19]=[C:18]([O:22][C@@H:23]([CH3:26])[CH2:24]O)[CH:17]=2)[N:9]=[C:10]([C:12]([CH3:15])([CH3:14])[CH3:13])[CH:11]=1.[CH3:30][C@H:31]1[CH2:36][CH2:35][CH2:34][CH2:33][N:32]1[C:37]1[N:41]2[CH:42]=[C:43]([O:46][C@H:47]3[C:56]4[C:51](=[CH:52][CH:53]=[CH:54][CH:55]=4)[C@@H:50]([NH2:57])[CH2:49][CH2:48]3)[CH:44]=[CH:45][C:40]2=[N:39][N:38]=1.C[CH2:59][N:60](C(C)C)[CH:61](C)C. (5) The reactants are FC(F)(F)S(O[C:7]1[C:11]2([CH2:13][CH2:12]2)[O:10][C:9](=[O:14])[C:8]=1[C:15]1[CH:20]=[CH:19][C:18]([O:21][CH2:22][C:23]2[CH:32]=[CH:31][C:30]3[C:25](=[CH:26][CH:27]=[CH:28][CH:29]=3)[N:24]=2)=[CH:17][CH:16]=1)(=O)=O.[N:35]1[CH:40]=[CH:39][C:38](B(O)O)=[CH:37][CH:36]=1.C([O-])([O-])=O.[Na+].[Na+]. The catalyst is O1CCOCC1.O.C1C=CC([P]([Pd]([P](C2C=CC=CC=2)(C2C=CC=CC=2)C2C=CC=CC=2)([P](C2C=CC=CC=2)(C2C=CC=CC=2)C2C=CC=CC=2)[P](C2C=CC=CC=2)(C2C=CC=CC=2)C2C=CC=CC=2)(C2C=CC=CC=2)C2C=CC=CC=2)=CC=1. The product is [N:35]1[CH:40]=[CH:39][C:38]([C:7]2[C:11]3([CH2:12][CH2:13]3)[O:10][C:9](=[O:14])[C:8]=2[C:15]2[CH:20]=[CH:19][C:18]([O:21][CH2:22][C:23]3[CH:32]=[CH:31][C:30]4[C:25](=[CH:26][CH:27]=[CH:28][CH:29]=4)[N:24]=3)=[CH:17][CH:16]=2)=[CH:37][CH:36]=1. The yield is 0.180.